From a dataset of Full USPTO retrosynthesis dataset with 1.9M reactions from patents (1976-2016). Predict the reactants needed to synthesize the given product. Given the product [OH:6][C:5]([CH:7]([C:9]1[CH:10]=[CH:11][C:12]([CH2:13][CH:14]([CH3:15])[CH3:16])=[CH:17][CH:18]=1)[CH3:8])=[O:4], predict the reactants needed to synthesize it. The reactants are: C(=O)=O.[OH:4][C:5]([CH:7]([C:9]1[CH:18]=[CH:17][C:12]([CH2:13][CH:14]([CH3:16])[CH3:15])=[CH:11][CH:10]=1)[CH3:8])=[O:6].CC(C)=O.O.C(=O)=O.N#N.